Dataset: Reaction yield outcomes from USPTO patents with 853,638 reactions. Task: Predict the reaction yield, written as a fraction of the theoretical maximum amount of product (1.0 means a 100% yield; for example, 0.34 means a 34% yield). (1) The reactants are [H-].[H-].[H-].[H-].[Li+].[Al+3].[S:7]1[CH:11]=[CH:10][C:9]([C:12]2[CH:20]=[CH:19][C:15]([C:16](O)=[O:17])=[CH:14][CH:13]=2)=[CH:8]1.O.[OH-].[K+]. The catalyst is C1COCC1. The product is [S:7]1[CH:11]=[CH:10][C:9]([C:12]2[CH:20]=[CH:19][C:15]([CH2:16][OH:17])=[CH:14][CH:13]=2)=[CH:8]1. The yield is 0.650. (2) The reactants are C1(P(C2C=CC=CC=2)C2C=CC=CC=2)C=CC=CC=1.[F:20][C:21]1[CH:26]=[C:25]([OH:27])[CH:24]=[C:23]([F:28])[C:22]=1[C:29]1[N:34]=[C:33]([C:35]([O:37][CH3:38])=[O:36])[CH:32]=[CH:31][C:30]=1[F:39].[CH3:40][O:41][CH2:42][CH2:43][CH2:44]O.CC(OC(/N=N/C(OC(C)C)=O)=O)C. The catalyst is C1COCC1. The product is [F:20][C:21]1[CH:26]=[C:25]([O:27][CH2:44][CH2:43][CH2:42][O:41][CH3:40])[CH:24]=[C:23]([F:28])[C:22]=1[C:29]1[N:34]=[C:33]([C:35]([O:37][CH3:38])=[O:36])[CH:32]=[CH:31][C:30]=1[F:39]. The yield is 1.00. (3) The reactants are C[O:2][C:3](=[O:20])[CH:4]([CH:17]1[CH2:19][CH2:18]1)[N:5]([CH3:16])[C:6]([O:8][CH2:9][C:10]1[CH:15]=[CH:14][CH:13]=[CH:12][CH:11]=1)=[O:7].[OH-].[Na+]. The catalyst is CO.CC(O)=O. The product is [C:6]([N:5]([CH3:16])[CH:4]([CH:17]1[CH2:19][CH2:18]1)[C:3]([OH:20])=[O:2])([O:8][CH2:9][C:10]1[CH:15]=[CH:14][CH:13]=[CH:12][CH:11]=1)=[O:7]. The yield is 0.820. (4) The reactants are CC[C@H]1[C@H]2C[C@H]([C@H](OC3C4C(=CC=CC=4)C(O[C@H](C4C=CN=C5C=4C=C(OC)C=C5)[C@@H]4N5C[C@H](CC)[C@@H](CC5)C4)=NN=3)C3C=CN=C4C=3C=C([O:22]C)C=C4)N(CC2)C1.[C:59]([OH:63])([CH3:62])(C)[CH3:60].[CH2:64]([O:71][C:72]([N:74]1CC=C[CH2:76][CH2:75]1)=[O:73])[C:65]1[CH:70]=[CH:69][CH:68]=[CH:67][CH:66]=1.S([O-])([O-])=O.[Na+].[Na+]. The catalyst is C(O)(C)(C)C.O.C([O-])(O)=O.[Na+].O. The product is [CH2:64]([O:71][C:72]([N:74]1[CH2:75][CH2:76][CH:60]([OH:22])[CH:59]([OH:63])[CH2:62]1)=[O:73])[C:65]1[CH:70]=[CH:69][CH:68]=[CH:67][CH:66]=1. The yield is 0.630. (5) The yield is 0.870. The catalyst is O1CCCC1. The reactants are [C:1]([C:5]1[CH:6]=[C:7]([CH:34]=[C:35]([C:37]([CH3:40])([CH3:39])[CH3:38])[CH:36]=1)[CH:8]=[CH:9][C:10]1[CH:11]=[C:12]([CH:15]=[C:16]([CH:18]=[CH:19][C:20]2[CH:25]=[C:24]([C:26]([CH3:29])([CH3:28])[CH3:27])[CH:23]=[C:22]([C:30]([CH3:33])([CH3:32])[CH3:31])[CH:21]=2)[CH:17]=1)[CH:13]=[O:14])([CH3:4])([CH3:3])[CH3:2].[BH4-].[Na+]. The product is [C:1]([C:5]1[CH:6]=[C:7]([CH:34]=[C:35]([C:37]([CH3:40])([CH3:39])[CH3:38])[CH:36]=1)[CH:8]=[CH:9][C:10]1[CH:11]=[C:12]([CH:15]=[C:16]([CH:18]=[CH:19][C:20]2[CH:21]=[C:22]([C:30]([CH3:31])([CH3:32])[CH3:33])[CH:23]=[C:24]([C:26]([CH3:29])([CH3:28])[CH3:27])[CH:25]=2)[CH:17]=1)[CH2:13][OH:14])([CH3:4])([CH3:2])[CH3:3]. (6) The reactants are [CH:1]1([NH:4][C:5]([C:7]2[S:26][C:10]3=[N:11][C:12]([O:17][CH2:18][CH2:19][N:20]4[CH2:25][CH2:24][O:23][CH2:22][CH2:21]4)=[C:13]([Cl:16])[C:14]([CH3:15])=[C:9]3[C:8]=2[NH2:27])=[O:6])[CH2:3][CH2:2]1.CO.C1COCC1.Cl. The catalyst is CN(C=O)C. The product is [ClH:16].[CH:1]1([NH:4][C:5]([C:7]2[S:26][C:10]3=[N:11][C:12]([O:17][CH2:18][CH2:19][N:20]4[CH2:21][CH2:22][O:23][CH2:24][CH2:25]4)=[C:13]([Cl:16])[C:14]([CH3:15])=[C:9]3[C:8]=2[NH2:27])=[O:6])[CH2:3][CH2:2]1. The yield is 0.650.